Dataset: Forward reaction prediction with 1.9M reactions from USPTO patents (1976-2016). Task: Predict the product of the given reaction. (1) Given the reactants FC(F)(F)S([O:6][Si:7]([C:10]([CH3:13])([CH3:12])[CH3:11])([CH3:9])[CH3:8])(=O)=O.O[CH:17]1[C:21]([CH3:23])([CH3:22])[CH2:20][NH:19][C:18]1=[O:24].C(N(CC)CC)C.N12CCCN=C1CCCCC2, predict the reaction product. The product is: [Si:7]([O:6][CH:17]1[C:21]([CH3:23])([CH3:22])[CH2:20][NH:19][C:18]1=[O:24])([C:10]([CH3:13])([CH3:12])[CH3:11])([CH3:9])[CH3:8]. (2) Given the reactants [C:1]12([CH:9]3[CH2:10][CH2:11][CH:6]1[C:7](=[O:12])[CH2:8]3)[CH2:5][CH2:4][CH2:3][CH2:2]2.C(O)(=[O:15])C, predict the reaction product. The product is: [C:1]12([CH:6]3[CH2:11][CH2:10][CH:9]1[C:8](=[O:15])[C:7]3=[O:12])[CH2:2][CH2:3][CH2:4][CH2:5]2.